From a dataset of Reaction yield outcomes from USPTO patents with 853,638 reactions. Predict the reaction yield, written as a fraction of the theoretical maximum amount of product (1.0 means a 100% yield; for example, 0.34 means a 34% yield). The reactants are C([O:3][P:4]([C:9]([C:36]#[N:37])([CH3:35])[CH2:10][C:11]([CH3:34])=[CH:12][CH2:13][C:14]1[C:15]([O:27]CC[Si](C)(C)C)=[C:16]2[C:20](=[C:21]([CH3:25])[C:22]=1[O:23][CH3:24])[CH2:19][O:18][C:17]2=[O:26])(=[O:8])[O:5]CC)C.C[Si](Br)(C)C.N1C(C)=CC=CC=1C. The catalyst is CN(C=O)C.C(Cl)Cl. The product is [C:36]([C:9]([P:4](=[O:3])([OH:5])[OH:8])([CH3:35])[CH2:10][C:11]([CH3:34])=[CH:12][CH2:13][C:14]1[C:15]([OH:27])=[C:16]2[C:20](=[C:21]([CH3:25])[C:22]=1[O:23][CH3:24])[CH2:19][O:18][C:17]2=[O:26])#[N:37]. The yield is 0.330.